From a dataset of Forward reaction prediction with 1.9M reactions from USPTO patents (1976-2016). Predict the product of the given reaction. (1) Given the reactants Cl.C(N=C=N[CH2:7][CH2:8][CH2:9]N(C)C)C.[CH3:13][C:14]1[CH2:19][CH2:18][CH2:17][C:16]([CH3:21])([CH3:20])[C:15]=1/[CH:22]=[CH:23]/[C:24](/[CH3:33])=[CH:25]/[CH:26]=[CH:27]/[C:28](/[CH3:32])=[CH:29]/[CH2:30][OH:31], predict the reaction product. The product is: [C:30]([O:31][CH2:30]/[CH:29]=[C:28](\[CH3:32])/[CH:27]=[CH:26]/[CH:25]=[C:24](\[CH3:33])/[CH:23]=[CH:22]/[C:15]1[C:16]([CH3:20])([CH3:21])[CH2:17][CH2:18][CH2:19][C:14]=1[CH3:13])(=[O:31])[CH2:29][CH2:28][CH2:27][CH2:26][CH2:25][CH2:24][CH2:23]/[CH:22]=[CH:15]\[CH:14]=[CH:19]\[CH2:18][CH2:17][CH2:16][CH2:9][CH2:8][CH3:7]. (2) Given the reactants [CH2:1]([N:8]1[C:12]2([CH2:17][CH2:16][N:15]([C:18](=[O:28])[CH2:19][O:20][C:21]3[CH:26]=[CH:25][C:24]([Cl:27])=[CH:23][CH:22]=3)[CH2:14][CH2:13]2)[NH:11][C@@H:10]([CH2:29][C:30]2[CH:35]=[CH:34][CH:33]=[CH:32][CH:31]=2)[C:9]1=[O:36])[C:2]1[CH:7]=[CH:6][CH:5]=[CH:4][CH:3]=1.O.C[Si](Cl)(C)C, predict the reaction product. The product is: [ClH:27].[CH2:1]([N:8]1[C:12]2([CH2:17][CH2:16][N:15]([C:18](=[O:28])[CH2:19][O:20][C:21]3[CH:22]=[CH:23][C:24]([Cl:27])=[CH:25][CH:26]=3)[CH2:14][CH2:13]2)[NH:11][C@@H:10]([CH2:29][C:30]2[CH:31]=[CH:32][CH:33]=[CH:34][CH:35]=2)[C:9]1=[O:36])[C:2]1[CH:7]=[CH:6][CH:5]=[CH:4][CH:3]=1. (3) Given the reactants [OH:1][C@@H:2]1[CH2:6][CH2:5][N:4]([C:7]([O:9][C:10]([CH3:13])([CH3:12])[CH3:11])=[O:8])[CH2:3]1.O1CCOCC1.CC(C)([O-])C.[K+].Cl[C:27]1[N:28]=[C:29]([NH:39][C:40]2[CH:45]=[CH:44][C:43]([N:46]3[CH2:51][CH2:50][CH:49]([N:52]4[CH2:57][CH2:56][N:55]([CH3:58])[CH2:54][CH2:53]4)[CH2:48][CH2:47]3)=[CH:42][CH:41]=2)[C:30]([C:36]([NH2:38])=[O:37])=[N:31][C:32]=1[CH:33]1[CH2:35][CH2:34]1, predict the reaction product. The product is: [C:36]([C:30]1[N:31]=[C:32]([CH:33]2[CH2:35][CH2:34]2)[C:27]([O:1][C@@H:2]2[CH2:6][CH2:5][N:4]([C:7]([O:9][C:10]([CH3:13])([CH3:12])[CH3:11])=[O:8])[CH2:3]2)=[N:28][C:29]=1[NH:39][C:40]1[CH:45]=[CH:44][C:43]([N:46]2[CH2:47][CH2:48][CH:49]([N:52]3[CH2:57][CH2:56][N:55]([CH3:58])[CH2:54][CH2:53]3)[CH2:50][CH2:51]2)=[CH:42][CH:41]=1)(=[O:37])[NH2:38]. (4) Given the reactants C(OC(=O)[NH:7][C@H:8]([C:10]1[CH:15]=[CH:14][CH:13]=[C:12]([OH:16])[CH:11]=1)[CH3:9])(C)(C)C.Br[C:19]1[CH:20]=[N:21][CH:22]=[N:23][CH:24]=1.C(=O)([O-])[O-].[K+].[K+].N1C=CC=CC=1, predict the reaction product. The product is: [N:21]1[CH:20]=[C:19]([O:16][C:12]2[CH:11]=[C:10]([C@@H:8]([NH2:7])[CH3:9])[CH:15]=[CH:14][CH:13]=2)[CH:24]=[N:23][CH:22]=1. (5) Given the reactants [CH3:1][C:2]12[CH2:12][C:6]3([CH3:13])[CH2:7][C:8]([CH3:11])([CH2:10][C:4](C(O)=O)([CH2:5]3)[CH2:3]1)[CH2:9]2.[C:17]([OH:20])(=O)[CH3:18].S(Cl)([Cl:23])=O, predict the reaction product. The product is: [CH3:1][C:2]12[CH2:12][C:6]3([CH3:13])[CH2:7][C:8]([CH3:11])([CH2:10][C:4]([CH2:18][C:17]([Cl:23])=[O:20])([CH2:5]3)[CH2:3]1)[CH2:9]2.